Dataset: Reaction yield outcomes from USPTO patents with 853,638 reactions. Task: Predict the reaction yield, written as a fraction of the theoretical maximum amount of product (1.0 means a 100% yield; for example, 0.34 means a 34% yield). The yield is 0.734. The catalyst is C(Cl)Cl.CN(C1C=CN=CC=1)C. The product is [Cl:50][C:18]1[CH:17]=[N+:16]([O-:51])[CH:15]=[C:14]([Cl:13])[C:19]=1[CH2:20][C@@H:21]([C:35]1[CH:40]=[CH:39][C:38]([O:41][CH:42]([F:44])[F:43])=[C:37]([O:45][CH2:46][CH:47]2[CH2:49][CH2:48]2)[CH:36]=1)[O:22][C:23]([S:1][C:2]1[CH:7]=[CH:6][CH:5]=[C:4]([NH:8][S:9]([CH3:12])(=[O:10])=[O:11])[CH:3]=1)=[O:24]. The reactants are [SH:1][C:2]1[CH:3]=[C:4]([NH:8][S:9]([CH3:12])(=[O:11])=[O:10])[CH:5]=[CH:6][CH:7]=1.[Cl:13][C:14]1[CH:15]=[N+:16]([O-:51])[CH:17]=[C:18]([Cl:50])[C:19]=1[CH2:20][C@@H:21]([C:35]1[CH:40]=[CH:39][C:38]([O:41][CH:42]([F:44])[F:43])=[C:37]([O:45][CH2:46][CH:47]2[CH2:49][CH2:48]2)[CH:36]=1)[O:22][C:23](OC1C=CC([N+]([O-])=O)=CC=1)=[O:24].